This data is from Catalyst prediction with 721,799 reactions and 888 catalyst types from USPTO. The task is: Predict which catalyst facilitates the given reaction. (1) Reactant: [CH2:1]([CH2:3][NH2:4])[OH:2].CC(C)([O-])C.[K+].Cl[C:12]1[CH:17]=[C:16]([O:18][CH3:19])[CH:15]=[CH:14][N:13]=1. Product: [CH3:19][O:18][C:16]1[CH:15]=[CH:14][N:13]=[C:12]([NH:4][CH2:3][CH2:1][OH:2])[CH:17]=1. The catalyst class is: 1. (2) Reactant: Cl.[C:2]([C:6]1[CH:7]=[C:8]([C:45]([O:47][CH3:48])=[O:46])[C:9]([O:43][CH3:44])=[C:10]([NH:12][C:13]([C:15]2[CH:16]=[CH:17][C:18]([CH3:42])=[C:19]([CH:41]=2)[O:20][C:21]2[CH:26]=[CH:25][N:24]=[C:23]([CH2:27][N:28]3[CH2:33][CH2:32][N:31](C(OC(C)(C)C)=O)[CH2:30][CH2:29]3)[CH:22]=2)=[O:14])[CH:11]=1)([CH3:5])([CH3:4])[CH3:3]. Product: [C:2]([C:6]1[CH:11]=[C:10]([NH:12][C:13](=[O:14])[C:15]2[CH:16]=[CH:17][C:18]([CH3:42])=[C:19]([O:20][C:21]3[CH:26]=[CH:25][N:24]=[C:23]([CH2:27][N:28]4[CH2:29][CH2:30][NH:31][CH2:32][CH2:33]4)[CH:22]=3)[CH:41]=2)[C:9]([O:43][CH3:44])=[C:8]([CH:7]=1)[C:45]([O:47][CH3:48])=[O:46])([CH3:5])([CH3:3])[CH3:4]. The catalyst class is: 4. (3) Reactant: CO.[C:3]([NH:10][C:11]([NH:20][C:21]([O:23][C:24]([CH3:27])([CH3:26])[CH3:25])=[O:22])=[N:12][C:13]([O:15][C:16]([CH3:19])([CH3:18])[CH3:17])=[O:14])([O:5][C:6]([CH3:9])([CH3:8])[CH3:7])=[O:4].[C:28]1(P(C2C=CC=CC=2)C2C=CC=CC=2)C=CC=CC=1.CCOC(/N=N/C(OCC)=O)=O. Product: [CH3:28][N:12]([C:13]([O:15][C:16]([CH3:17])([CH3:18])[CH3:19])=[O:14])[C:11]([NH:20][C:21]([O:23][C:24]([CH3:27])([CH3:26])[CH3:25])=[O:22])=[N:10][C:3]([O:5][C:6]([CH3:9])([CH3:8])[CH3:7])=[O:4]. The catalyst class is: 1. (4) Reactant: [Cl:1][C:2]1[N:10]=[C:9]2[C:5]([N:6]=[CH:7][N:8]2[CH:11]2[CH2:16][CH2:15][CH2:14][CH2:13][O:12]2)=[C:4](Cl)[N:3]=1.[Cl:18][C:19]1[CH:24]=[C:23]([Cl:25])[CH:22]=[CH:21][C:20]=1B(O)O.C(=O)([O-])[O-].[K+].[K+].[Cl-].[Na+]. Product: [Cl:1][C:2]1[N:10]=[C:9]2[C:5]([N:6]=[CH:7][N:8]2[CH:11]2[CH2:16][CH2:15][CH2:14][CH2:13][O:12]2)=[C:4]([C:22]2[CH:21]=[CH:20][C:19]([Cl:18])=[CH:24][C:23]=2[Cl:25])[N:3]=1. The catalyst class is: 3. (5) Reactant: [NH2:1][C:2]1[CH:3]=[N:4][C:5]2[C:10]([C:11]=1[NH:12][CH2:13][CH2:14][O:15][CH2:16][CH2:17][NH:18][C:19](=[O:25])[O:20][C:21]([CH3:24])([CH3:23])[CH3:22])=[CH:9][CH:8]=[CH:7][CH:6]=2.[CH2:26]([O:28][CH2:29][C:30](Cl)=O)[CH3:27]. The catalyst class is: 537. Product: [CH2:26]([O:28][CH2:29][C:30]1[N:12]([CH2:13][CH2:14][O:15][CH2:16][CH2:17][NH:18][C:19](=[O:25])[O:20][C:21]([CH3:22])([CH3:24])[CH3:23])[C:11]2[C:10]3[CH:9]=[CH:8][CH:7]=[CH:6][C:5]=3[N:4]=[CH:3][C:2]=2[N:1]=1)[CH3:27].